Dataset: Catalyst prediction with 721,799 reactions and 888 catalyst types from USPTO. Task: Predict which catalyst facilitates the given reaction. (1) Reactant: [Cl:1][C:2]1[CH:3]=[C:4]([CH:9]2[CH2:18][C:17]3[CH:16]=[N:15][C:14]4[N:19](CC5C=CC(OC)=CC=5)[N:20]=[CH:21][C:13]=4[C:12]=3[C:11]3[CH:31]=[CH:32][CH:33]=[CH:34][C:10]2=3)[CH:5]=[CH:6][C:7]=1[Cl:8].ClC1C=C(C2C3C(=CC=CC=3)C(=O)/C(=C/N(C)C)/C2)C=CC=1Cl.Cl.COC1C=CC(CN2C(N)=CC=N2)=CC=1.CCN(C(C)C)C(C)C. Product: [Cl:1][C:2]1[CH:3]=[C:4]([CH:9]2[CH2:18][C:17]3[CH:16]=[N:15][C:14]4[NH:19][N:20]=[CH:21][C:13]=4[C:12]=3[C:11]3[CH:31]=[CH:32][CH:33]=[CH:34][C:10]2=3)[CH:5]=[CH:6][C:7]=1[Cl:8]. The catalyst class is: 15. (2) Reactant: [CH:1]([C:3]1[CH:18]=[CH:17][C:6]([O:7][C:8]2[N:9]=[CH:10][C:11]([C:14]([NH2:16])=[O:15])=[N:12][CH:13]=2)=[C:5]([O:19][CH3:20])[CH:4]=1)=O.[O:21]1[CH2:26][CH2:25][CH:24]([CH2:27][CH2:28][NH2:29])[CH2:23][CH2:22]1.[BH4-].[Na+]. Product: [CH3:20][O:19][C:5]1[CH:4]=[C:3]([CH2:1][NH:29][CH2:28][CH2:27][CH:24]2[CH2:25][CH2:26][O:21][CH2:22][CH2:23]2)[CH:18]=[CH:17][C:6]=1[O:7][C:8]1[N:9]=[CH:10][C:11]([C:14]([NH2:16])=[O:15])=[N:12][CH:13]=1. The catalyst class is: 5. (3) Reactant: C[O:2][C:3](=[O:26])[CH2:4][O:5][C:6]1[CH:15]=[CH:14][C:13]([Cl:16])=[C:12]2[C:7]=1[CH:8]=[C:9]([CH2:18][C:19]1[CH:24]=[CH:23][C:22]([Cl:25])=[CH:21][CH:20]=1)[C:10]([CH3:17])=[N:11]2.C(O)C.[OH-].[Li+]. Product: [Cl:16][C:13]1[CH:14]=[CH:15][C:6]([O:5][CH2:4][C:3]([OH:26])=[O:2])=[C:7]2[C:12]=1[N:11]=[C:10]([CH3:17])[C:9]([CH2:18][C:19]1[CH:20]=[CH:21][C:22]([Cl:25])=[CH:23][CH:24]=1)=[CH:8]2. The catalyst class is: 6. (4) Reactant: [NH2:1][C:2]1[CH:3]=[N:4][CH:5]=[CH:6][C:7]=1[N:8]1[CH2:13][CH2:12][C@@H:11]2[O:14][C:15](=[O:24])[N:16]([C:17]([O:19][C:20]([CH3:23])([CH3:22])[CH3:21])=[O:18])[C@@H:10]2[CH2:9]1.[NH2:25][C:26]1[C:27]([C:40](O)=[O:41])=[N:28][C:29]([C:32]2[C:37]([F:38])=[CH:36][CH:35]=[CH:34][C:33]=2[F:39])=[CH:30][CH:31]=1.C(Cl)CCl.C1C=NC2N(O)N=NC=2C=1. Product: [NH2:25][C:26]1[C:27]([C:40]([NH:1][C:2]2[CH:3]=[N:4][CH:5]=[CH:6][C:7]=2[N:8]2[CH2:13][CH2:12][C@@H:11]3[O:14][C:15](=[O:24])[N:16]([C:17]([O:19][C:20]([CH3:21])([CH3:23])[CH3:22])=[O:18])[C@@H:10]3[CH2:9]2)=[O:41])=[N:28][C:29]([C:32]2[C:33]([F:39])=[CH:34][CH:35]=[CH:36][C:37]=2[F:38])=[CH:30][CH:31]=1. The catalyst class is: 18. (5) Reactant: [C:1]1([C:7]2[N:12]=[CH:11][C:10]([C:13]3[NH:17][C:16](/[CH:18]=[CH:19]/[C:20]4[CH:21]=[N:22][CH:23]=[CH:24][CH:25]=4)=[N:15][CH:14]=3)=[CH:9][N:8]=2)[CH:6]=[CH:5][CH:4]=[CH:3][CH:2]=1. Product: [C:1]1([C:7]2[N:12]=[CH:11][C:10]([C:13]3[NH:17][C:16]([CH2:18][CH2:19][C:20]4[CH:21]=[N:22][CH:23]=[CH:24][CH:25]=4)=[N:15][CH:14]=3)=[CH:9][N:8]=2)[CH:2]=[CH:3][CH:4]=[CH:5][CH:6]=1. The catalyst class is: 63.